Dataset: Experimentally validated miRNA-target interactions with 360,000+ pairs, plus equal number of negative samples. Task: Binary Classification. Given a miRNA mature sequence and a target amino acid sequence, predict their likelihood of interaction. (1) The miRNA is hsa-miR-548c-3p with sequence CAAAAAUCUCAAUUACUUUUGC. The protein sequence of the target gene is MAALRPLVKPKIVKKRTKKFIRHQSDRYVKIKRNWRKPRGIDNRVRRRFKGQILMPNIGYGSNKKTKHMLPSGFRKFLVHNVKELEVLLMCNKSYCAEIAHNVSSKNRKAIVERAAQLAIRVTNPNARLRSEENE. Result: 1 (interaction). (2) The miRNA is mmu-miR-7648-5p with sequence CCGCGUUCCGGGCUCGGCGC. The protein sequence of the target gene is MKLAAMIKKMCPSDSELSIPAKNCYRMVILGSSKVGKTAIVSRFLTGRFEDAYTPTIEDFHRKFYSIRGEVYQLDILDTSGNHPFPAMRRLSILTGDVFILVFSLDNRDSFEEVQRLRQQILDTKSCLKNKTKENVDVPLVICGNKGDRDFYREVDQREIEQLVGDDPQRCAYFEISAKKNSSLDQMFRALFAMAKLPSEMSPDLHRKVSVQYCDVLHKKALRNKKLLRAGSGGGGGDPGDAFGIVAPFARRPSVHSDLMYIREKASAGSQAKDKERCVIS. Result: 0 (no interaction). (3) The miRNA is mmu-miR-6902-3p with sequence CCAUGUGAUGUGUGGGUUCAG. The protein sequence of the target gene is MGTPASVVSEPPPWQAPIEARGRKQASANIFQDAELLQIQALFQRSGDQLAEERAQIIWECAGDHRVAEALKRLRRKRPPRQKPLGHSLHHCSRLRILEPHSALANPQSATETASSEQYLHSRKKSARIRRNWRKSGPTSYLHQIRH. Result: 0 (no interaction). (4) The miRNA is hsa-miR-29b-3p with sequence UAGCACCAUUUGAAAUCAGUGUU. The protein sequence of the target gene is MSDRPTARRWGKCGPLCTRENIMVAFKGVWTQAFWKAVTAEFLAMLIFVLLSLGSTINWGGTEKPLPVDMVLISLCFGLSIATMVQCFGHISGGHINPAVTVAMVCTRKISIAKSVFYIAAQCLGAIIGAGILYLVTPPSVVGGLGVTMVHGNLTAGHGLLVELIITFQLVFTIFASCDSKRTDVTGSIALAIGFSVAIGHLFAINYTGASMNPARSFGPAVIMGNWENHWIYWVGPIIGAVLAGGLYEYVFCPDVEFKRRFKEAFSKAAQQTKGSYMEVEDNRSQVETDDLILKPGVVH.... Result: 1 (interaction). (5) The miRNA is hsa-miR-1909-3p with sequence CGCAGGGGCCGGGUGCUCACCG. The protein sequence of the target gene is MAFLAGPRLLDWASSPPHLQFNKFVLTGYRPASSGSGCLRSLFYLHNELGNIYTHGLALLGFLVLVPMTMPWGQLGKDGWLGGTHCVACLAPPAGSVLYHLFMCHQGGSAVYARLLALDMCGVCLVNTLGALPIIHCTLACRPWLRPAALVGYTVLSGVAGWRALTAPSTSARLRAFGWQAAARLLVFGARGVGLGSGAPGSLPCYLRMDALALLGGLVNVARLPERWGPGRFDYWGNSHQIMHLLSVGSILQLHAGVVPDLLWAAHHACPRD. Result: 0 (no interaction). (6) The miRNA is hsa-miR-1204 with sequence UCGUGGCCUGGUCUCCAUUAU. The protein sequence of the target gene is MFYHISLEHEILLHPRYFGPNLLNTVKQKLFTEVEGTCTGKYGFVIAVTTIDNIGAGVIQPGRGFVLYPVKYKAIVFRPFKGEVVDAVVTQVNKVGLFTEIGPMSCFISRHSIPSEMEFDPNSNPPCYKTMDEDIVIQQDDEIRLKIVGTRVDKNDIFAIGSLMDDYLGLVS. Result: 0 (no interaction). (7) The miRNA is hsa-miR-1207-3p with sequence UCAGCUGGCCCUCAUUUC. The protein sequence of the target gene is MGSAEDAVKEKLLWNVKKEVKQIMEEAVTRKFVHEDSSHIIALCGAVEACLLHQLRRRAAGFLRSDKMAALFTKVGKTCPVAGEICHKVQELQQQAEGRKPSGVSQEALRRQGSASGKAPALSPQALKHVWVRTALIEKVLDKVVQYLAENCSKYYEKEALLADPVFGPILASLLVGPCALEYTKLKTADHYWTDPSADELVQRHRIRGPPTRQDSPAKRPALGIRKRHSSGSASEDRLAACARECVESLHQNSRTRLLYGKNHVLVQPKEDMEAVPGYLSLHQSAESLTLKWTPNQLMN.... Result: 0 (no interaction).